The task is: Predict which catalyst facilitates the given reaction.. This data is from Catalyst prediction with 721,799 reactions and 888 catalyst types from USPTO. (1) The catalyst class is: 7. Product: [F:27][C:28]1[CH:33]=[C:32]([O:34][C:35]2[CH:40]=[CH:39][N:38]=[C:37]([NH:41][C:42]([N:44]3[CH2:47][CH:46]([OH:48])[CH2:45]3)=[O:43])[CH:36]=2)[C:31]([F:49])=[CH:30][C:29]=1[NH:50][C:51]([C:53]1([C:56]([NH:64][C:63]2[CH:65]=[CH:66][C:60]([F:59])=[CH:61][CH:62]=2)=[O:57])[CH2:54][CH2:55]1)=[O:52]. Reactant: O.[Cl-].COC1N=C(OC)N=C([N+]2(C)CCOCC2)N=1.C(N(CC)CC)C.[F:27][C:28]1[CH:33]=[C:32]([O:34][C:35]2[CH:40]=[CH:39][N:38]=[C:37]([NH:41][C:42]([N:44]3[CH2:47][CH:46]([OH:48])[CH2:45]3)=[O:43])[CH:36]=2)[C:31]([F:49])=[CH:30][C:29]=1[NH:50][C:51]([C:53]1([C:56](O)=[O:57])[CH2:55][CH2:54]1)=[O:52].[F:59][C:60]1[CH:66]=[CH:65][C:63]([NH2:64])=[CH:62][CH:61]=1.C(=O)([O-])O.[Na+]. (2) Reactant: C(OC([N:11]1[CH2:17][C@H:16]([OH:18])[C@@H:15]([NH:19][C:20]([C:22]2([NH:28][C:29]([O:31][C:32]([CH3:35])([CH3:34])[CH3:33])=[O:30])[CH2:27][CH2:26][CH2:25][CH2:24][CH2:23]2)=[O:21])[CH2:14][CH2:13][C@H:12]1[CH3:36])=O)C1C=CC=CC=1.[H][H]. Product: [C:32]([O:31][C:29](=[O:30])[NH:28][C:22]1([C:20](=[O:21])[NH:19][C@H:15]2[CH2:14][CH2:13][C@@H:12]([CH3:36])[NH:11][CH2:17][C@@H:16]2[OH:18])[CH2:23][CH2:24][CH2:25][CH2:26][CH2:27]1)([CH3:33])([CH3:34])[CH3:35]. The catalyst class is: 50. (3) Reactant: Br[CH2:2][C:3]([C:5]1[C:14]([O:15][CH3:16])=[CH:13][C:8]([C:9]([O:11][CH3:12])=[O:10])=[CH:7][C:6]=1[O:17][CH3:18])=[O:4].[N-:19]=[N+:20]=[N-:21].[Na+].O. Product: [N:19]([CH2:2][C:3]([C:5]1[C:14]([O:15][CH3:16])=[CH:13][C:8]([C:9]([O:11][CH3:12])=[O:10])=[CH:7][C:6]=1[O:17][CH3:18])=[O:4])=[N+:20]=[N-:21]. The catalyst class is: 3. (4) Reactant: Cl.Cl.[CH:3]([N:6]([CH3:13])[CH:7]1[CH2:12][CH2:11][NH:10][CH2:9][CH2:8]1)([CH3:5])[CH3:4].Cl[C:15]([O:17][C:18]1[CH:23]=[CH:22][C:21]([O:24][C:25]2[CH:30]=[CH:29][C:28]([C:31]([F:34])([F:33])[F:32])=[CH:27][N:26]=2)=[CH:20][CH:19]=1)=[O:16]. Product: [F:33][C:31]([F:32])([F:34])[C:28]1[CH:29]=[CH:30][C:25]([O:24][C:21]2[CH:22]=[CH:23][C:18]([O:17][C:15]([N:10]3[CH2:9][CH2:8][CH:7]([N:6]([CH:3]([CH3:5])[CH3:4])[CH3:13])[CH2:12][CH2:11]3)=[O:16])=[CH:19][CH:20]=2)=[N:26][CH:27]=1. The catalyst class is: 9. (5) Reactant: C(NC(C)C)(C)C.[Li]CCCC.[CH2:13]([O:15][C:16](=[O:29])[CH2:17][C:18]1[CH2:22][C:21]([CH3:24])([CH3:23])[CH2:20][C:19]=1[C:25]([O:27]C)=O)[CH3:14].[F:30][C:31]1[CH:40]=[C:39]([I:41])[CH:38]=[CH:37][C:32]=1[N:33]=[C:34]=[N:35][CH3:36]. Product: [F:30][C:31]1[CH:40]=[C:39]([I:41])[CH:38]=[CH:37][C:32]=1[NH:33][C:34]1[N:35]([CH3:36])[C:25](=[O:27])[C:19]2[CH2:20][C:21]([CH3:23])([CH3:24])[CH2:22][C:18]=2[C:17]=1[C:16]([O:15][CH2:13][CH3:14])=[O:29]. The catalyst class is: 1.